From a dataset of NCI-60 drug combinations with 297,098 pairs across 59 cell lines. Regression. Given two drug SMILES strings and cell line genomic features, predict the synergy score measuring deviation from expected non-interaction effect. Drug 1: CNC(=O)C1=CC=CC=C1SC2=CC3=C(C=C2)C(=NN3)C=CC4=CC=CC=N4. Drug 2: CC1CCC2CC(C(=CC=CC=CC(CC(C(=O)C(C(C(=CC(C(=O)CC(OC(=O)C3CCCCN3C(=O)C(=O)C1(O2)O)C(C)CC4CCC(C(C4)OC)OCCO)C)C)O)OC)C)C)C)OC. Cell line: SK-MEL-28. Synergy scores: CSS=11.0, Synergy_ZIP=-0.459, Synergy_Bliss=0.225, Synergy_Loewe=-10.1, Synergy_HSA=-2.71.